From a dataset of Reaction yield outcomes from USPTO patents with 853,638 reactions. Predict the reaction yield, written as a fraction of the theoretical maximum amount of product (1.0 means a 100% yield; for example, 0.34 means a 34% yield). (1) The reactants are [CH3:1][O:2][C:3]1[CH:8]=[CH:7][C:6]([CH:9]=[CH:10][C:11]([OH:13])=[O:12])=[CH:5][C:4]=1[C:14]([F:17])([F:16])[F:15].C(O)C. The catalyst is [Pd].O1CCCC1. The product is [CH3:1][O:2][C:3]1[CH:8]=[CH:7][C:6]([CH2:9][CH2:10][C:11]([OH:13])=[O:12])=[CH:5][C:4]=1[C:14]([F:15])([F:17])[F:16]. The yield is 0.830. (2) The reactants are [NH2:1][C:2]1[CH:3]=[C:4]([CH2:11][N:12]2[CH2:17][CH2:16][N:15](C(OC(C)(C)C)=O)[CH:14]([CH3:25])[CH2:13]2)[C:5]2[O:9][CH:8]=[CH:7][C:6]=2[CH:10]=1.[Cl:26][C:27]1[CH:32]=[CH:31][CH:30]=[CH:29][C:28]=1[S:33](Cl)(=[O:35])=[O:34]. No catalyst specified. The product is [ClH:26].[ClH:26].[Cl:26][C:27]1[CH:32]=[CH:31][CH:30]=[CH:29][C:28]=1[S:33]([NH:1][C:2]1[CH:3]=[C:4]([CH2:11][N:12]2[CH2:17][CH2:16][NH:15][CH:14]([CH3:25])[CH2:13]2)[C:5]2[O:9][CH:8]=[CH:7][C:6]=2[CH:10]=1)(=[O:35])=[O:34]. The yield is 0.390. (3) The catalyst is Cl.CC#N. The product is [C:1]1([CH3:46])[CH:6]=[CH:5][CH:4]=[CH:3][C:2]=1[O:7][C:8]1[CH:13]=[CH:12][CH:11]=[CH:10][C:9]=1[C@:14]([C@@H:22]1[CH2:27][CH2:26][CH2:25][N:24]([C:28]([N:33]2[CH2:37][CH2:36][C@H:35]([NH2:38])[CH2:34]2)=[CH:29][N+:30]([O-:32])=[O:31])[CH2:23]1)([OH:21])[CH2:15][CH2:16][CH2:17][CH2:18][O:19][CH3:20]. The yield is 0.320. The reactants are [C:1]1([CH3:46])[CH:6]=[CH:5][CH:4]=[CH:3][C:2]=1[O:7][C:8]1[CH:13]=[CH:12][CH:11]=[CH:10][C:9]=1[C@:14]([C@@H:22]1[CH2:27][CH2:26][CH2:25][N:24]([C:28]([N:33]2[CH2:37][CH2:36][C@H:35]([NH:38]C(=O)OC(C)(C)C)[CH2:34]2)=[CH:29][N+:30]([O-:32])=[O:31])[CH2:23]1)([OH:21])[CH2:15][CH2:16][CH2:17][CH2:18][O:19][CH3:20].[OH-].[Na+]. (4) The reactants are [CH2:1]([SH:7])[CH2:2][CH2:3][CH2:4][CH2:5][CH3:6].O.O.O.C([O-])(=O)C.[Na+].[C:16]1([N:22]2[C:26](=[O:27])[CH:25]=[C:24](Br)[C:23]2=[O:29])[CH:21]=[CH:20][CH:19]=[CH:18][CH:17]=1. The catalyst is CO. The product is [C:16]1([N:22]2[C:26](=[O:27])[CH:25]=[C:24]([S:7][CH2:1][CH2:2][CH2:3][CH2:4][CH2:5][CH3:6])[C:23]2=[O:29])[CH:17]=[CH:18][CH:19]=[CH:20][CH:21]=1. The yield is 0.480. (5) The reactants are C([N-]C(C)C)(C)C.[Li+].CCCCCCC.C1COCC1.C(C1C=CC=CC=1)C.[CH2:29]([O:31][C:32](=[O:36])[CH:33]([CH3:35])[CH3:34])[CH3:30].[CH2:37]([O:44][C:45]([N:47]1[CH2:52][CH2:51][C:50](=[O:53])[CH2:49][CH2:48]1)=[O:46])[C:38]1[CH:43]=[CH:42][CH:41]=[CH:40][CH:39]=1. The catalyst is C1COCC1. The product is [CH2:37]([O:44][C:45]([N:47]1[CH2:52][CH2:51][C:50]([C:33]([C:32]([O:31][CH2:29][CH3:30])=[O:36])([CH3:35])[CH3:34])([OH:53])[CH2:49][CH2:48]1)=[O:46])[C:38]1[CH:43]=[CH:42][CH:41]=[CH:40][CH:39]=1. The yield is 0.790. (6) The reactants are [Br:1][C:2]1[CH:3]=[CH:4][C:5]([O:15][CH2:16][C:17]2[CH:22]=[CH:21][C:20]([F:23])=[CH:19][CH:18]=2)=[C:6]([C:8](=O)[CH2:9][CH2:10][C:11](=O)[CH3:12])[CH:7]=1.[CH3:24][O:25][C:26](=[O:36])[C:27]1[CH:32]=[C:31]([NH2:33])[CH:30]=[C:29]([NH2:34])[C:28]=1[CH3:35].CC1C=CC(S(O)(=O)=O)=CC=1. The catalyst is CN1C(=O)CCC1.CCOC(C)=O. The product is [CH3:24][O:25][C:26](=[O:36])[C:27]1[C:28]([CH3:35])=[C:29]([NH2:34])[CH:30]=[C:31]([N:33]2[C:11]([CH3:12])=[CH:10][CH:9]=[C:8]2[C:6]2[CH:7]=[C:2]([Br:1])[CH:3]=[CH:4][C:5]=2[O:15][CH2:16][C:17]2[CH:22]=[CH:21][C:20]([F:23])=[CH:19][CH:18]=2)[CH:32]=1. The yield is 0.520. (7) The reactants are [Cl:1][C:2]1[CH:3]=[N:4][N:5]([CH3:16])[C:6]=1[C:7]1[CH:8]=[C:9]([C:13]([OH:15])=O)[S:10][C:11]=1[CH3:12].[NH2:17][C@@H:18]([CH2:31][C:32]1[CH:37]=[C:36]([F:38])[CH:35]=[CH:34][C:33]=1[F:39])[CH2:19][N:20]1[C:28](=[O:29])[C:27]2[C:22](=[CH:23][CH:24]=[CH:25][CH:26]=2)[C:21]1=[O:30].FC1C=CC=C(F)C=1C[C@@H](C(O)=O)N.C1CN([P+](Br)(N2CCCC2)N2CCCC2)CC1.F[P-](F)(F)(F)(F)F.CCN(C(C)C)C(C)C. The catalyst is C(Cl)(Cl)Cl. The product is [Cl:1][C:2]1[CH:3]=[N:4][N:5]([CH3:16])[C:6]=1[C:7]1[CH:8]=[C:9]([C:13]([NH:17][C@H:18]([CH2:19][N:20]2[C:28](=[O:29])[C:27]3[C:22](=[CH:23][CH:24]=[CH:25][CH:26]=3)[C:21]2=[O:30])[CH2:31][C:32]2[CH:37]=[C:36]([F:38])[CH:35]=[CH:34][C:33]=2[F:39])=[O:15])[S:10][C:11]=1[CH3:12]. The yield is 0.520. (8) The reactants are [F:1][C:2](=[C:10]([F:12])[F:11])[CH2:3][CH2:4][CH:5]([C:8]#[N:9])[C:6]#[N:7].[H-].[Na+].Br[CH2:16][C:17]1[CH:22]=[CH:21][C:20]([C:23]#[N:24])=[CH:19][CH:18]=1. The catalyst is CN(C)C=O. The product is [C:23]([C:20]1[CH:21]=[CH:22][C:17]([CH2:16][C:5]([CH2:4][CH2:3][C:2]([F:1])=[C:10]([F:11])[F:12])([C:6]#[N:7])[C:8]#[N:9])=[CH:18][CH:19]=1)#[N:24]. The yield is 0.630. (9) The reactants are [CH3:1][O:2][C:3]1[C:12]2[N:11]=[C:10]([NH2:13])[N:9]3[CH2:14][CH2:15][N:16]=[C:8]3[C:7]=2[CH:6]=[CH:5][C:4]=1[O:17][CH2:18][C@H:19]1[CH2:21][O:20]1.[NH:22]1[CH2:26][CH2:25][CH2:24][CH2:23]1. The catalyst is CN(C=O)C. The product is [OH:20][C@H:19]([CH2:21][N:22]1[CH2:26][CH2:25][CH2:24][CH2:23]1)[CH2:18][O:17][C:4]1[CH:5]=[CH:6][C:7]2[C:8]3[N:9]([CH2:14][CH2:15][N:16]=3)[C:10]([NH2:13])=[N:11][C:12]=2[C:3]=1[O:2][CH3:1]. The yield is 0.780. (10) The reactants are [CH3:1][O:2][C:3]1[CH:4]=[C:5]2[C:10](=[CH:11][C:12]=1[O:13][CH3:14])[N:9]=[CH:8][CH:7]=[C:6]2[O:15][C:16]1[CH:22]=[CH:21][C:19]([NH2:20])=[C:18]([F:23])[CH:17]=1.C(O)C.[Cl:27][C:28]1[CH:33]=[CH:32][C:31]([C:34]([N:36]=[C:37]=[S:38])=[O:35])=[CH:30][CH:29]=1. The catalyst is C1(C)C=CC=CC=1. The product is [Cl:27][C:28]1[CH:33]=[CH:32][C:31]([C:34]([NH:36][C:37]([NH:20][C:19]2[CH:21]=[CH:22][C:16]([O:15][C:6]3[C:5]4[C:10](=[CH:11][C:12]([O:13][CH3:14])=[C:3]([O:2][CH3:1])[CH:4]=4)[N:9]=[CH:8][CH:7]=3)=[CH:17][C:18]=2[F:23])=[S:38])=[O:35])=[CH:30][CH:29]=1. The yield is 0.940.